Dataset: Forward reaction prediction with 1.9M reactions from USPTO patents (1976-2016). Task: Predict the product of the given reaction. Given the reactants Cl[C:2]1[CH:7]=[CH:6][C:5]([CH3:8])=[CH:4][C:3]=1[N+:9]([O-])=O.[NH:12]1[CH2:16][CH2:15][CH2:14][C:13]1=O, predict the reaction product. The product is: [CH3:8][C:5]1[CH:6]=[CH:7][C:2]2[N:12]3[CH2:16][CH2:15][CH2:14][C:13]3=[N:9][C:3]=2[CH:4]=1.